This data is from Forward reaction prediction with 1.9M reactions from USPTO patents (1976-2016). The task is: Predict the product of the given reaction. Given the reactants [F:1][C:2]([F:32])([F:31])[C:3]1[CH:8]=[C:7]([NH:9][S:10]([C:13]2[CH:18]=[CH:17][CH:16]=[CH:15][CH:14]=2)(=[O:12])=[O:11])[CH:6]=[CH:5][C:4]=1[NH:19][C:20]([CH2:22][C:23]1[CH:30]=[CH:29][C:26]([C:27]#[N:28])=[CH:25][CH:24]=1)=[O:21].Cl.C(=O)([O-])[O-].[NH4+:38].[NH4+], predict the reaction product. The product is: [F:32][C:2]([F:31])([F:1])[C:3]1[CH:8]=[C:7]([NH:9][S:10]([C:13]2[CH:14]=[CH:15][CH:16]=[CH:17][CH:18]=2)(=[O:12])=[O:11])[CH:6]=[CH:5][C:4]=1[NH:19][C:20]([CH2:22][C:23]1[CH:24]=[CH:25][C:26]([C:27]([NH2:38])=[NH:28])=[CH:29][CH:30]=1)=[O:21].